This data is from Reaction yield outcomes from USPTO patents with 853,638 reactions. The task is: Predict the reaction yield, written as a fraction of the theoretical maximum amount of product (1.0 means a 100% yield; for example, 0.34 means a 34% yield). (1) The reactants are [N:1]1([C:5]([C:7]2[CH:29]=[CH:28][C:10]([O:11][C:12]3[CH:13]=[C:14]([CH:19]=[C:20]([O:22][C@@H:23]([CH3:27])[CH2:24][O:25][CH3:26])[CH:21]=3)[C:15]([O:17]C)=[O:16])=[C:9]([F:30])[CH:8]=2)=[O:6])[CH2:4][CH2:3][CH2:2]1.[OH-].[Na+]. The catalyst is C1COCC1.O. The product is [N:1]1([C:5]([C:7]2[CH:29]=[CH:28][C:10]([O:11][C:12]3[CH:13]=[C:14]([CH:19]=[C:20]([O:22][C@@H:23]([CH3:27])[CH2:24][O:25][CH3:26])[CH:21]=3)[C:15]([OH:17])=[O:16])=[C:9]([F:30])[CH:8]=2)=[O:6])[CH2:4][CH2:3][CH2:2]1. The yield is 0.790. (2) The reactants are [Br:1][C:2]1[CH:3]=[C:4]2[C:8](=[C:9]([C:12]([NH2:14])=[O:13])[C:10]=1[F:11])[NH:7][CH:6]=[C:5]2[CH:15]1[CH2:20][CH2:19]S[CH2:17][CH2:16]1.C([O-])(O)=O.[Na+].O[O:27][S:28]([O-:30])=O.[K+].C(Cl)Cl. The catalyst is COCCOC.O.C(N(CC([O-])=O)CC(O)=O)CN(CC([O-])=O)CC(O)=O.[Na+].[Na+]. The product is [Br:1][C:2]1[CH:3]=[C:4]2[C:8](=[C:9]([C:12]([NH2:14])=[O:13])[C:10]=1[F:11])[NH:7][CH:6]=[C:5]2[CH:15]1[CH2:20][CH2:19][S:28](=[O:30])(=[O:27])[CH2:17][CH2:16]1. The yield is 0.190. (3) The reactants are [NH:1]1[C:9]2[C:4](=[CH:5][CH:6]=[CH:7][CH:8]=2)[C:3]([CH2:10][CH2:11][C:12]([O:14][CH3:15])=[O:13])=[CH:2]1.C(O)(=[O:18])C.CS(C)=O.Cl. The catalyst is O. The product is [O:18]=[C:2]1[CH:3]([CH2:10][CH2:11][C:12]([O:14][CH3:15])=[O:13])[C:4]2[C:9](=[CH:8][CH:7]=[CH:6][CH:5]=2)[NH:1]1. The yield is 0.980. (4) The reactants are CC1C=CC(S([O-])(=O)=O)=CC=1.[CH2:12]([O:14][C:15]([C@@:17]12[CH2:32][C@H:31]1[CH:30]=[CH:29][CH2:28][CH2:27][CH2:26][CH2:25][CH2:24][C@H:23]([NH3+:33])[C:22](=[O:34])[N:21]1[CH2:35][C@H:36]([O:38][C:39](=[O:49])[C:40]3[CH:45]=[CH:44][C:43]([N+:46]([O-:48])=[O:47])=[CH:42][CH:41]=3)[CH2:37][C@H:20]1[C:19](=[O:50])[NH:18]2)=[O:16])[CH3:13].[CH3:51][C:52]1[O:56][N:55]=[C:54]([C:57](O)=[O:58])[CH:53]=1.CN1C(=O)CCC1.C(N(C(C)C)CC)(C)C. The catalyst is CCOC(C)=O. The product is [CH3:51][C:52]1[O:56][N:55]=[C:54]([C:57]([NH:33][C@@H:23]2[C:22](=[O:34])[N:21]3[CH2:35][C@H:36]([O:38][C:39](=[O:49])[C:40]4[CH:41]=[CH:42][C:43]([N+:46]([O-:48])=[O:47])=[CH:44][CH:45]=4)[CH2:37][C@H:20]3[C:19](=[O:50])[NH:18][C@:17]3([C:15]([O:14][CH2:12][CH3:13])=[O:16])[CH2:32][C@H:31]3[CH:30]=[CH:29][CH2:28][CH2:27][CH2:26][CH2:25][CH2:24]2)=[O:58])[CH:53]=1. The yield is 0.930. (5) The reactants are [Cl:1][C:2]1[CH:3]=[C:4]([NH:9][CH:10]([CH3:14])[C:11](O)=[O:12])[CH:5]=[CH:6][C:7]=1[Cl:8]. The catalyst is C1COCC1. The product is [Cl:1][C:2]1[CH:3]=[C:4]([NH:9][CH:10]([CH3:14])[CH2:11][OH:12])[CH:5]=[CH:6][C:7]=1[Cl:8]. The yield is 0.990. (6) The reactants are [H-].[Na+].[F:3][C:4]1[CH:5]=[CH:6][C:7]2[N:8]([C:10]([C:13]3[N:18]=[C:17]([NH:19][C@H:20]([C:22]4[CH:27]=[CH:26][C:25]([F:28])=[CH:24][N:23]=4)[CH3:21])[C:16]([C:29]([O:31]CC)=[O:30])=[CH:15][N:14]=3)=[CH:11][N:12]=2)[CH:9]=1.[CH3:34]I. The catalyst is CN(C=O)C. The product is [F:3][C:4]1[CH:5]=[CH:6][C:7]2[N:8]([C:10]([C:13]3[N:18]=[C:17]([N:19]([C@H:20]([C:22]4[CH:27]=[CH:26][C:25]([F:28])=[CH:24][N:23]=4)[CH3:21])[CH3:34])[C:16]([C:29]([OH:31])=[O:30])=[CH:15][N:14]=3)=[CH:11][N:12]=2)[CH:9]=1. The yield is 0.0500.